The task is: Predict the product of the given reaction.. This data is from Forward reaction prediction with 1.9M reactions from USPTO patents (1976-2016). (1) Given the reactants [N:1]1([C:6]2[CH:11]=[CH:10][C:9]([OH:12])=[CH:8][CH:7]=2)[CH:5]=[N:4][N:3]=[N:2]1.C1N2CN3CN(C2)CN1C3.FC(F)(F)[C:25](O)=[O:26], predict the reaction product. The product is: [OH:12][C:9]1[CH:8]=[CH:7][C:6]([N:1]2[CH:5]=[N:4][N:3]=[N:2]2)=[CH:11][C:10]=1[CH:25]=[O:26]. (2) The product is: [C:8]([C:7]1[CH:6]=[C:5]([NH:4][C:1](=[O:3])[CH3:2])[CH:16]=[C:15]([S:17]([F:22])([F:18])([F:20])([F:21])[F:19])[CH:14]=1)(=[O:9])[CH3:23]. Given the reactants [C:1]([NH:4][C:5]1[CH:6]=[C:7]([CH:14]=[C:15]([S:17]([F:22])([F:21])([F:20])([F:19])[F:18])[CH:16]=1)[C:8](N(OC)C)=[O:9])(=[O:3])[CH3:2].[CH3:23][Si](C)(C)[N-][Si](C)(C)C.[Li+].COCCCC.C[Mg]Br.Cl, predict the reaction product.